This data is from Forward reaction prediction with 1.9M reactions from USPTO patents (1976-2016). The task is: Predict the product of the given reaction. (1) Given the reactants C([O-])(C)C.C([O-])(C)C.C([O-])(C)C.[Al+3:13].[C:14]([OH:18])(=[O:17])[CH:15]=[CH2:16], predict the reaction product. The product is: [C:14]([O-:18])(=[O:17])[CH:15]=[CH2:16].[C:14]([O-:18])(=[O:17])[CH:15]=[CH2:16].[C:14]([O-:18])(=[O:17])[CH:15]=[CH2:16].[Al+3:13]. (2) Given the reactants [Br:1][C:2]1[CH:3]=[C:4]([CH:7]=[CH:8][CH:9]=1)[C:5]#[N:6].[ClH:10].[CH3:11][OH:12], predict the reaction product. The product is: [ClH:10].[Br:1][C:2]1[CH:3]=[C:4]([C:5](=[NH:6])[O:12][CH3:11])[CH:7]=[CH:8][CH:9]=1. (3) Given the reactants [Cl:1][C:2]1[CH:3]=[C:4]([CH:6]=[CH:7][C:8]=1[C:9]1[CH:10]=[N:11][CH:12]=[CH:13][C:14]=1[CH3:15])[NH2:5].[CH3:16][S:17](Cl)(=[O:19])=[O:18].[H-].[Na+], predict the reaction product. The product is: [Cl:1][C:2]1[CH:3]=[C:4]([NH:5][S:17]([CH3:16])(=[O:19])=[O:18])[CH:6]=[CH:7][C:8]=1[C:9]1[CH:10]=[N:11][CH:12]=[CH:13][C:14]=1[CH3:15]. (4) Given the reactants [CH2:1]([O:8][C@@H:9]1[C@@H:17]([C:18](=O)[CH3:19])[O:16][C@H:15]2[C@H:11]([N:12]=[C:13]([N:21]([CH3:23])[CH3:22])[S:14]2)[C@H:10]1[O:24][CH2:25][C:26]1[CH:31]=[CH:30][CH:29]=[CH:28][CH:27]=1)[C:2]1[CH:7]=[CH:6][CH:5]=[CH:4][CH:3]=1.[CH3:32][C:33]([S:36]([NH2:38])=[O:37])([CH3:35])[CH3:34], predict the reaction product. The product is: [CH2:1]([O:8][C@@H:9]1[C@@H:17]([C:18](=[N:38][S:36]([C:33]([CH3:35])([CH3:34])[CH3:32])=[O:37])[CH3:19])[O:16][C@H:15]2[C@H:11]([N:12]=[C:13]([N:21]([CH3:22])[CH3:23])[S:14]2)[C@H:10]1[O:24][CH2:25][C:26]1[CH:27]=[CH:28][CH:29]=[CH:30][CH:31]=1)[C:2]1[CH:3]=[CH:4][CH:5]=[CH:6][CH:7]=1.